Dataset: Peptide-MHC class II binding affinity with 134,281 pairs from IEDB. Task: Regression. Given a peptide amino acid sequence and an MHC pseudo amino acid sequence, predict their binding affinity value. This is MHC class II binding data. (1) The peptide sequence is SRGVQGFIFFFLFNIKK. The MHC is HLA-DQA10501-DQB10402 with pseudo-sequence HLA-DQA10501-DQB10402. The binding affinity (normalized) is 0.322. (2) The peptide sequence is RSLPPIVKDASIQVV. The MHC is HLA-DQA10101-DQB10501 with pseudo-sequence HLA-DQA10101-DQB10501. The binding affinity (normalized) is 0.117. (3) The peptide sequence is WKLEGRWDGEEEVQL. The MHC is HLA-DQA10201-DQB10402 with pseudo-sequence HLA-DQA10201-DQB10402. The binding affinity (normalized) is 0.149. (4) The peptide sequence is LGMNHVLQSIRRNYP. The MHC is DRB1_0701 with pseudo-sequence DRB1_0701. The binding affinity (normalized) is 0.634.